This data is from Reaction yield outcomes from USPTO patents with 853,638 reactions. The task is: Predict the reaction yield, written as a fraction of the theoretical maximum amount of product (1.0 means a 100% yield; for example, 0.34 means a 34% yield). (1) The reactants are [Cl-].O[NH3+:3].[C:4](=[O:7])([O-])[OH:5].[Na+].CS(C)=O.[CH:13]1([O:17][C:18]2[CH:23]=[CH:22][C:21]([N:24]3[C:29](=[O:30])[C:28]([CH2:31][C:32]4[CH:37]=[CH:36][C:35]([C:38]5[C:39]([C:44]#[N:45])=[CH:40][CH:41]=[CH:42][CH:43]=5)=[CH:34][CH:33]=4)=[C:27]([CH2:46][CH2:47][CH3:48])[N:26]=[C:25]3[CH3:49])=[CH:20][CH:19]=2)[CH2:16][CH2:15][CH2:14]1. The catalyst is O.C(OCC)(=O)C. The product is [CH:13]1([O:17][C:18]2[CH:19]=[CH:20][C:21]([N:24]3[C:29](=[O:30])[C:28]([CH2:31][C:32]4[CH:37]=[CH:36][C:35]([C:38]5[CH:43]=[CH:42][CH:41]=[CH:40][C:39]=5[C:44]5[NH:3][C:4](=[O:7])[O:5][N:45]=5)=[CH:34][CH:33]=4)=[C:27]([CH2:46][CH2:47][CH3:48])[N:26]=[C:25]3[CH3:49])=[CH:22][CH:23]=2)[CH2:14][CH2:15][CH2:16]1. The yield is 0.640. (2) The reactants are [CH2:1]([N:5]([CH2:27][CH2:28][CH2:29][CH3:30])[C:6]1[CH:11]=[CH:10][C:9]([CH:12]=[CH:13][C:14]2[CH2:19][C:18]([CH3:21])([CH3:20])[CH2:17][C:16](=[CH:22][CH:23]=O)[CH:15]=2)=[C:8]([O:25][CH3:26])[CH:7]=1)[CH2:2][CH2:3][CH3:4].[C:31]([C:33]1[C:34](=[C:44]([C:47]#[N:48])[C:45]#[N:46])[O:35][C:36]([CH3:43])([C:39]([F:42])([F:41])[F:40])[C:37]=1[CH3:38])#[N:32]. The catalyst is C(O)C. The product is [CH2:27]([N:5]([CH2:1][CH2:2][CH2:3][CH3:4])[C:6]1[CH:11]=[CH:10][C:9]([CH:12]=[CH:13][C:14]2[CH2:19][C:18]([CH3:20])([CH3:21])[CH2:17][C:16](=[CH:22][CH:23]=[CH:38][C:37]3[C:36]([CH3:43])([C:39]([F:42])([F:40])[F:41])[O:35][C:34](=[C:44]([C:45]#[N:46])[C:47]#[N:48])[C:33]=3[C:31]#[N:32])[CH:15]=2)=[C:8]([O:25][CH3:26])[CH:7]=1)[CH2:28][CH2:29][CH3:30]. The yield is 0.712. (3) The reactants are [CH2:1]([N:3]([CH2:6][CH3:7])[CH2:4][CH3:5])[CH3:2].[CH3:8][S:9](Cl)(=[O:11])=[O:10].O1C[CH2:16][CH2:15][CH2:14]1. No catalyst specified. The product is [N:3]1[CH:4]=[CH:5][CH:8]=[CH:7][CH:6]=1.[CH:8]([S:9]([CH:16]=[CH:15][CH3:14])(=[O:11])=[O:10])=[CH:1][CH3:2]. The yield is 0.830. (4) The reactants are [H-].[Na+].[CH:3]1([C:6]([CH:8]([N:16]2[CH2:21][CH2:20][CH:19]3[S:22][C:23](=[O:25])[CH:24]=[C:18]3[CH2:17]2)[C:9]2[CH:14]=[CH:13][CH:12]=[CH:11][C:10]=2[F:15])=[O:7])[CH2:5][CH2:4]1.[C:26](OC(=O)C)(=[O:28])[CH3:27]. The catalyst is CN(C)C=O. The product is [C:26]([O:25][C:23]1[S:22][C:19]2[CH2:20][CH2:21][N:16]([CH:8]([C:6]([CH:3]3[CH2:4][CH2:5]3)=[O:7])[C:9]3[CH:14]=[CH:13][CH:12]=[CH:11][C:10]=3[F:15])[CH2:17][C:18]=2[CH:24]=1)(=[O:28])[CH3:27]. The yield is 0.650.